Dataset: Forward reaction prediction with 1.9M reactions from USPTO patents (1976-2016). Task: Predict the product of the given reaction. (1) Given the reactants [CH:1]1[C:10]2[C:5](=[CH:6][CH:7]=[CH:8][CH:9]=2)[CH:4]=[CH:3][C:2]=1[S:11]([CH:14]([CH2:19][CH2:20][C:21]([O:23]C(C)(C)C)=[O:22])[C:15]([O:17][CH3:18])=[O:16])(=[O:13])=[O:12].F[C:29](F)(F)[C:30]([OH:32])=[O:31].[CH2:35](Cl)Cl.CCOC(C)=O.CCOC(C)=O, predict the reaction product. The product is: [CH3:18][O:17][C:15](=[O:16])[CH:14]([S:11]([C:2]1[CH:3]=[CH:4][C:5]2[C:10](=[CH:9][CH:8]=[CH:7][CH:6]=2)[CH:1]=1)(=[O:12])=[O:13])[CH2:19][CH2:20][C:21]([OH:23])=[O:22].[CH3:18][O:17][C:15]([C:14]([S:11]([C:2]1[CH:1]=[CH:10][C:9]2[C:4](=[CH:5][CH:6]=[CH:7][CH:8]=2)[CH:3]=1)(=[O:13])=[O:12])([CH2:35][CH2:29][C:30]([OH:32])=[O:31])[CH2:19][CH2:20][C:21]([OH:23])=[O:22])=[O:16]. (2) Given the reactants Cl[C:2]1[N:7]=[CH:6][C:5]2[C:8]([C:27]([O:29][CH3:30])=[O:28])=[N:9][N:10]([C:11]3[CH:16]=[CH:15][CH:14]=[C:13]([C:17]#[C:18][C@:19]4([OH:26])[CH2:23][CH2:22][N:21]([CH3:24])[C:20]4=[O:25])[CH:12]=3)[C:4]=2[CH:3]=1.[CH3:31][N:32](C=O)C, predict the reaction product. The product is: [C:31]([C:2]1[N:7]=[CH:6][C:5]2[C:8]([C:27]([O:29][CH3:30])=[O:28])=[N:9][N:10]([C:11]3[CH:16]=[CH:15][CH:14]=[C:13]([C:17]#[C:18][C@:19]4([OH:26])[CH2:23][CH2:22][N:21]([CH3:24])[C:20]4=[O:25])[CH:12]=3)[C:4]=2[CH:3]=1)#[N:32].